Task: Regression. Given a target protein amino acid sequence and a drug SMILES string, predict the binding affinity score between them. We predict pKi (pKi = -log10(Ki in M); higher means stronger inhibition). Dataset: bindingdb_ki.. Dataset: Drug-target binding data from BindingDB using Ki measurements (1) The drug is O=C([O-])CN1C(=O)O[C@@H](c2ccccc2)C1=O. The target protein (P28585) has sequence MVKKSLRQFTLMATATVTLLLGSVPLYAQTADVQQKLAELERQSGGRLGVALINTADNSQILYRADERFAMCSTSKVMAVAAVLKKSESEPNLLNQRVEIKKSDLVNYNPIAEKHVDGTMSLAELSAAALQYSDNVAMNKLISHVGGPASVTAFARQLGDETFRLDRTEPTLNTAIPGDPRDTTSPRAMAQTLRNLTLGKALGDSQRAQLVTWMKGNTTGAASIQAGLPASWVVGDKTGSGDYGTTNDIAVIWPKDRAPLILVTYFTQPQPKAESRRDVLASAAKIVTNGL. The pKi is 3.1. (2) The compound is CNC(=O)[C@@]12C[C@@H]1[C@@H](n1cnc3c(NCc4cccc(Cl)c4)nc(C#Cc4ccc(F)cc4)nc31)[C@H](O)[C@@H]2O. The target protein (Q61618) has sequence MEADNTTETDWLNITYITMEAAIGLCAVVGNMLVIWVVKLNPTLRTTTVYFIVSLALADIAVGVLVIPLAIAVSLQVKMHFYACLFMSCVLLIFTHASIMSLLAIAVHRYLRVKLTVRYRTVTTQRRIWLFLGLCWLVSFLVGLTPMFGWNRKATLASSQNSSTLLCHFRSVVSLDYMVFFSFITWILVPLVVMCIIYLDIFYIIRNKLSQNLTGFRETRAFYGREFKTAKSLFLVLFLFALCWLPLSIINFVSYFDVKIPDVAMCLGILLSHANSMMNPIVYACKIKKFKETYFLILRAVRLCQTSDSLDSNMEQTTE. The pKi is 8.6. (3) The target protein (Q24451) has sequence MLRIRRRFALVICSGCLLVFLSLYIILNFAAPAATQIKPNYENIENKLHELENGLQEHGEEMRNLRARLAETSNRDDPIRPPLKVARSPRPGQCQDVVQDVPNVDVQMLELYDRMSFKDIDGGVWKQGWNIKYDPLKYNAHHKLKVFVVPHSHNDPGWIQTFEEYYQHDTKHILSNALRHLHDNPEMKFIWAEISYFARFYHDLGENKKLQMKSIVKNGQLEFVTGGWVMPDEANSHWRNVLLQLTEGQTWLKQFMNVTPTASWAIDPFGHSPTMPYILQKSGFKNMLIQRTHYSVKKELAQQRQLEFLWRQIWDNKGDTALFTHMMPFYSYDIPHTCGPDPKVCCQFDFKRMGSFGLSCPWKVPPRTISDQNVAARSDLLVDQWKKKAELYRTNVLLIPLGDDFRFKQNTEWDVQRVNYERLFEHINSQAHFNVQAQFGTLQEYFDAVHQAERAGQAEFPTLSGDFFTYADRSDNYWSGYYTSRPYHKRMDRVLMHYVR.... The pKi is 8.5. The drug is O[C@@H]1[C@H](O)CN2CCC[C@@H](O)[C@H]12. (4) The compound is CNC(C)Cc1ccc2c(c1)OCO2. The target is MLLARMKPQVQPELGGADQ. The pKi is 6.3. (5) The drug is COc1ccccc1N1CCN(CCCNS(=O)(=O)c2ccc3ccccc3c2)CC1. The target protein (P14842) has sequence MEILCEDNISLSSIPNSLMQLGDGPRLYHNDFNSRDANTSEASNWTIDAENRTNLSCEGYLPPTCLSILHLQEKNWSALLTTVVIILTIAGNILVIMAVSLEKKLQNATNYFLMSLAIADMLLGFLVMPVSMLTILYGYRWPLPSKLCAIWIYLDVLFSTASIMHLCAISLDRYVAIQNPIHHSRFNSRTKAFLKIIAVWTISVGISMPIPVFGLQDDSKVFKEGSCLLADDNFVLIGSFVAFFIPLTIMVITYFLTIKSLQKEATLCVSDLSTRAKLASFSFLPQSSLSSEKLFQRSIHREPGSYAGRRTMQSISNEQKACKVLGIVFFLFVVMWCPFFITNIMAVICKESCNENVIGALLNVFVWIGYLSSAVNPLVYTLFNKTYRSAFSRYIQCQYKENRKPLQLILVNTIPALAYKSSQLQVGQKKNSQEDAEQTVDDCSMVTLGKQQSEENCTDNIETVNEKVSCV. The pKi is 7.1.